Dataset: Forward reaction prediction with 1.9M reactions from USPTO patents (1976-2016). Task: Predict the product of the given reaction. (1) Given the reactants [Br:1][C:2]1[CH:7]=[CH:6][C:5]([C:8]2([CH2:18][OH:19])[CH2:17][CH2:16][C:11]3(OCC[O:12]3)[CH2:10][CH2:9]2)=[CH:4][CH:3]=1.CC(C)=O.C1(C)C=CC(S(O)(=O)=O)=CC=1, predict the reaction product. The product is: [Br:1][C:2]1[CH:3]=[CH:4][C:5]([C:8]2([CH2:18][OH:19])[CH2:9][CH2:10][C:11](=[O:12])[CH2:16][CH2:17]2)=[CH:6][CH:7]=1. (2) Given the reactants [CH3:1][C@:2]1([NH:20][C:21](=[O:27])[O:22][C:23]([CH3:26])([CH3:25])[CH3:24])[CH2:6][CH2:5][N:4]([C@@H:7]([C:12]2[CH:13]=[N:14][C:15]([NH:18][NH2:19])=[CH:16][CH:17]=2)[C:8]([F:11])([F:10])[F:9])[CH2:3]1.[Si]([O:35][CH2:36][CH2:37][O:38][C:39]1[CH:48]=[C:47]2[C:42]([CH:43]=[CH:44][C:45]([CH:49]=O)=[N:46]2)=[CH:41][C:40]=1F)(C(C)(C)C)(C)C.[C:52](O)(=O)C.C(O)(=O)C.IC1C=CC=CC=1, predict the reaction product. The product is: [CH3:1][C@:2]1([NH:20][C:21](=[O:27])[O:22][C:23]([CH3:26])([CH3:25])[CH3:24])[CH2:6][CH2:5][N:4]([C@@H:7]([C:12]2[CH:17]=[CH:16][C:15]3[N:14]([C:49]([C:45]4[CH:44]=[CH:43][C:42]5[C:47](=[CH:48][C:39]([O:38][CH2:37][CH2:36][O:35][CH3:52])=[CH:40][CH:41]=5)[N:46]=4)=[N:19][N:18]=3)[CH:13]=2)[C:8]([F:9])([F:10])[F:11])[CH2:3]1.